From a dataset of Human Reference Interactome with 51,813 positive PPI pairs across 8,248 proteins, plus equal number of experimentally-validated negative pairs. Binary Classification. Given two protein amino acid sequences, predict whether they physically interact or not. (1) Protein 1 (ENSG00000063244) has sequence MSDFDEFERQLNENKQERDKENRHRKRSHSRSRSRDRKRRSRSRDRRNRDQRSASRDRRRRSKPLTRGAKEEHGGLIRSPRHEKKKKVRKYWDVPPPGFEHITPMQYKAMQAAGQIPATALLPTMTPDGLAVTPTPVPVVGSQMTRQARRLYVGNIPFGITEEAMMDFFNAQMRLGGLTQAPGNPVLAVQINQDKNFAFLEFRSVDETTQAMAFDGIIFQGQSLKIRRPHDYQPLPGMSENPSVYVPGVVSTVVPDSAHKLFIGGLPNYLNDDQVKELLTSFGPLKAFNLVKDSATGLSK.... Protein 2 (ENSG00000171970) has sequence MDSVVFEDVAVDFTLEEWALLDSAQRDLYRDVMLETFRNLASVDDGTQFKANGSVSLQDMYGQEKSKEQTIPNFTGNNSCAYTLEKNCEGYGTEDHHKNLRNHMVDRFCTHNEGNQYGEAIHQMPDLTLHKKVSAGEKPYECTKCRTVFTHLSSLKRHVKSHCGRKAPPGEECKQACICPSHLHSHGRTDTEEKPYKCQACGQTFQHPRYLSHHVKTHTAEKTYKCEQCRMAFNGFASFTRHVRTHTKDRPYKCQECGRAFIYPSTFQRHMTTHTGEKPYKCQHCGKAFTYPQAFQRHEK.... Result: 1 (the proteins interact). (2) Protein 1 (ENSG00000128928) has sequence XHCTAKDCAGVILYSAECATQVALDGIQCFGHAPQPFLYTEPVNYQAPRKFFSGSQHL*MATATRLLGWRVASWRLRPPLAGFVSQRAHSLLPVDDAINGLSEEQRQEFWKQLGNLGVLGITAPVQYGGSGLGYLEHVLVMEEISRASGAVGLSYGAHSNLCINQLVRNGNEAQKEKYLPKLISGEYIGALAMSEPNAGSDVVSMKLKAEKKGNHYILNGNKFWITNGPDADVLIVYAKTDLAAVPASRGITAFIVEKGMPGFSTSKKLDKLGMRGSNTCELIFEDCKIPAANILGHENK.... Protein 2 (ENSG00000204475) has sequence MAWMLLLILIMVHPGSCALWVSQPPEIRTLEGSSAFLPCSFNASQGRLAIGSVTWFRDEVVPGKEVRNGTPEFRGRLAPLASSRFLHDHQAELHIRDVRGHDASIYVCRVEVLGLGVGTGNGTRLVVEKEHPQLGAGTVLLLRAGFYAVSFLSVAVGSTVYYQGKYAKSTLSGFPQL*MAWMLLLILIMVHPGSCALWVSQPPEIRTLEGSSAFLPCSFNASQGRLAIGSVTWFRDEVVPGKEVRNGTPEFRGRLAPLASSRFLHDHQAELHIRDVRGHDASIYVCRVEVLGLGVGTGNG.... Result: 0 (the proteins do not interact). (3) Result: 0 (the proteins do not interact). Protein 1 (ENSG00000145244) has sequence MKQSPALAPEERCRRAGSPKPVLRADDNNMGNGCSQKLATANLLRFLLLVLIPCICALVLLLVILLSYVGTLQKVYFKSNGSEPLVTDGEIQGSDVILTNTIYNQSTVVSTAHPDQHVPAWTTDASLPGDQSHRNTSACMNITHSQCQMLPYHATLTPLLSVVRNMEMEKFLKFFTYLHRLSCYQHIMLFGCTLAFPECIIDGDDSHGLLPCRSFCEAAKEGCESVLGMVNYSWPDFLRCSQFRNQTESSNVSRICFSPQQENGKQLLCGRGENFLCASGICIPGKLQCNGYNDCDDWSD.... Protein 2 (ENSG00000137101) has sequence MAEAITYADLRFVKAPLKKSISSRLGQDPGADDDGEITYENVQVPAVLGVPSSLASSVLGDKAAVKSEQPTASWRAVTSPAVGRILPCRTTCLRYLLLGLLLTCLLLGVTAICLGVRYLQVSQQLQQTNRVLEVTNSSLRQQLRLKITQLGQSAEDLQGSRRELAQSQEALQVEQRAHQAAEGQLQACQADRQKTKETLQSEEQQRRALEQKLSNMENRLKPFFTCGSADTCCPSGWIMHQKSCFYISLTSKNWQESQKQCETLSSKLATFSEIYPQSHSYYFLNSLLPNGGSGNSYWTG.... (4) Protein 1 (ENSG00000157103) has sequence MATNGSKVADGQISTEVSEAPVANDKPKTLVVKVQKKAADLPDRDTWKGRFDFLMSCVGYAIGLGNVWRFPYLCGKNGGGAFLIPYFLTLIFAGVPLFLLECSLGQYTSIGGLGVWKLAPMFKGVGLAAAVLSFWLNIYYIVIISWAIYYLYNSFTTTLPWKQCDNPWNTDRCFSNYSMVNTTNMTSAVVEFWERNMHQMTDGLDKPGQIRWPLAITLAIAWILVYFCIWKGVGWTGKVVYFSATYPYIMLIILFFRGVTLPGAKEGILFYITPNFRKLSDSEVWLDAATQIFFSYGLGL.... Protein 2 (ENSG00000204671) has sequence MASHSGPSTSVLFLFCCLGGWLASHTLPVRLLRPSDDVQKIVEELQSLSKMLLKDVEEEKGVLVSQNYTLPCLSPDAQPPNNIHSPAIRAYLKTIRQLDNKSVIDEIIEHLDKLIFQDAPETNISVPTDTHECKRFILTISQQFSECMDLALKSLTSGAQQATT*. Result: 0 (the proteins do not interact). (5) Protein 1 (ENSG00000167114) has sequence MLLGASLVGVLLFSKLVLKLPWTQVGFSLLFLYLGSGGWRFIRVFIKTIRRDIFGGLVLLKVKAKVRQCLQERRTVPILFASTVRRHPDKTALIFEGTDTHWTFRQLDEYSSSVANFLQARGLASGDVAAIFMENRNEFVGLWLGMAKLGVEAALINTNLRRDALLHCLTTSRARALVFGSEMASAICEVHASLDPSLSLFCSGSWEPGAVPPSTEHLDPLLKDAPKHLPSCPDKGFTDKLFYIYTSGTTGLPKAAIVVHSRYYRMAALVYYGFRMRPNDIVYDCLPLYHSAGNIVGIGQ.... Protein 2 (ENSG00000179213) has sequence MLPLLQLVPAKLLNSSCSLEKTLQCSCSFHGIPTPSVQWWMGGVPVGVDGMDGSLQVTSTMLGPWANSTISLTEEPEMGMRLLCEGKNQNGTHALSILLMSRKSSLAAQAFVKGLIQGAIYAGIVIALLFLCLLPLIVKHIRKKQAKKAAAIRAKKSSKVRASQELEMSLKPEEPGKPVVATFSESRILEKQDKRAS*MLPLLQLVPAKLLNSSCSLEKTLQCSCSFHGIPTPSVQWWMGGVPVGVDGMDGSLQVTSTMLGPWANSTISLTEEPEMGMRLLCMLPLLQLVPAKLLNSSCS.... Result: 0 (the proteins do not interact). (6) Protein 1 (ENSG00000095139) has sequence MVLLAAAVCTKAGKAIVSRQFVEMTRTRIEGLLAAFPKLMNTGKQHTFVETESVRYVYQPMEKLYMVLITTKNSNILEDLETLRLFSRVIPEYCRALEENEISEHCFDLIFAFDEIVALGYRENVNLAQIRTFTEMDSHEEKVFRAVRETQEREAKAEMRRKAKELQQARRDAERQGKKAPGFGGFGSSAVSGGSTAAMITETIIETDKPKVAPAPARPSGPSKALKLGAKGKEVDNFVDKLKSEGETIMSSSMGKRTSEATKMHAPPINMESVHMKIEEKITLTCGRDGGLQNMELHGM.... Protein 2 (ENSG00000169635) has sequence MVSGPLALRWCAWAGRGDMGPDMELPSHSKQLLLQLNQQRTKGFLCDVIIMVENSIFRAHKNVLAASSIYFKSLVLHDNLINLDTDMVSSTVFQQILDFIYTGKLLPSDQPAEPNFSTLLTAASYLQLPELAALCRRKLKRAGKPFGSGRAGSTGMGRPPRSQRLSTASVIQARYQGLVDGRKGAHAPQELPQAKGSDDELFLGGSNQDSVQGLGRAVCPAGGEAGLGGCSSSTNGSSGGCEQELGLDLSKKSPPLPPATPGPHLTPDDAAQLSDSQHGSPPAASAPPVANSASYSELGG.... Result: 0 (the proteins do not interact).